From a dataset of Peptide-MHC class I binding affinity with 185,985 pairs from IEDB/IMGT. Regression. Given a peptide amino acid sequence and an MHC pseudo amino acid sequence, predict their binding affinity value. This is MHC class I binding data. (1) The peptide sequence is RTLLAGIV. The MHC is Mamu-A01 with pseudo-sequence Mamu-A01. The binding affinity (normalized) is 0.162. (2) The peptide sequence is YPITADKRI. The MHC is HLA-B15:01 with pseudo-sequence HLA-B15:01. The binding affinity (normalized) is 0.0847. (3) The peptide sequence is YLSDSAINI. The MHC is HLA-A02:06 with pseudo-sequence HLA-A02:06. The binding affinity (normalized) is 1.00. (4) The peptide sequence is GFKLRSAVM. The MHC is HLA-A68:02 with pseudo-sequence HLA-A68:02. The binding affinity (normalized) is 0.0847. (5) The peptide sequence is VCEEFFHQK. The MHC is HLA-A31:01 with pseudo-sequence HLA-A31:01. The binding affinity (normalized) is 0.0750. (6) The peptide sequence is FTWQHNYYL. The MHC is HLA-B53:01 with pseudo-sequence HLA-B53:01. The binding affinity (normalized) is 0.213. (7) The peptide sequence is KSRRPLTTF. The MHC is Mamu-B08 with pseudo-sequence Mamu-B08. The binding affinity (normalized) is 0.103.